Dataset: Hepatocyte clearance measurements from AstraZeneca. Task: Regression/Classification. Given a drug SMILES string, predict its absorption, distribution, metabolism, or excretion properties. Task type varies by dataset: regression for continuous measurements (e.g., permeability, clearance, half-life) or binary classification for categorical outcomes (e.g., BBB penetration, CYP inhibition). For this dataset (clearance_hepatocyte_az), we predict log10(clearance) (log10 of the in vitro intrinsic clearance, CLint, in uL/min per 10^6 hepatocytes; values are censored to the assay range of 3 to 150, which is 0.477 to 2.18 on this log10 scale). (1) The molecule is C[C@H](CO)Nc1nc(SCc2ccccc2F)nc2[nH]c(=O)sc12. The log10(clearance) is 1.48. (2) The molecule is Cc1ccc(NC(=O)c2cccc(N(C)S(C)(=O)=O)c2)cc1NC(=O)c1ccc2ncccc2c1. The log10(clearance) is 0.480. (3) The compound is COc1ccc(Cc2c(N)n[nH]c2N)cc1. The log10(clearance) is 0.560. (4) The compound is O=c1[nH]c2c(O)ccc([C@@H](O)CNCCCSCCOCCc3cccc4ccccc34)c2s1. The log10(clearance) is 1.93. (5) The compound is C[C@H](c1nc2ncccc2c(=O)n1-c1ccc(Cl)cc1)N(CC1CCS(=O)(=O)CC1)C(=O)Cc1ccc(C(F)(F)F)c(F)c1. The log10(clearance) is 0.710. (6) The drug is N#Cc1cnc(N2CCN(C(=O)[C@@H]3CCCC[C@H]3C(=O)NC3(C#N)CC3)CC2)s1. The log10(clearance) is 0.720. (7) The drug is O=C(O)COc1ccc(C(F)(F)F)cc1CN1CCN(C(=O)c2ccccc2)CC1. The log10(clearance) is 0.480. (8) The molecule is Cc1ccc(-c2cccc(-c3nn[nH]n3)c2)cc1. The log10(clearance) is 1.72.